Dataset: Forward reaction prediction with 1.9M reactions from USPTO patents (1976-2016). Task: Predict the product of the given reaction. Given the reactants [CH2:1]([O:8][C:9]1[C:14]2[NH:15][C:16](=[O:19])[CH2:17][O:18][C:13]=2[C:12]([C:20](=[O:24])[CH:21](O)O)=[CH:11][CH:10]=1)[C:2]1[CH:7]=[CH:6][CH:5]=[CH:4][CH:3]=1.Cl.[NH2:26][C:27]([CH3:48])([CH3:47])[CH2:28][CH2:29][N:30]1[C:35]2[CH:36]=[CH:37][CH:38]=[CH:39][C:34]=2[C:33]([CH2:43][CH2:44][CH3:45])([CH2:40][CH2:41][CH3:42])[O:32][C:31]1=[O:46], predict the reaction product. The product is: [CH2:1]([O:8][C:9]1[C:14]2[NH:15][C:16](=[O:19])[CH2:17][O:18][C:13]=2[C:12]([CH:20]([OH:24])[CH2:21][NH:26][C:27]([CH3:47])([CH3:48])[CH2:28][CH2:29][N:30]2[C:35]3[CH:36]=[CH:37][CH:38]=[CH:39][C:34]=3[C:33]([CH2:43][CH2:44][CH3:45])([CH2:40][CH2:41][CH3:42])[O:32][C:31]2=[O:46])=[CH:11][CH:10]=1)[C:2]1[CH:3]=[CH:4][CH:5]=[CH:6][CH:7]=1.